This data is from Full USPTO retrosynthesis dataset with 1.9M reactions from patents (1976-2016). The task is: Predict the reactants needed to synthesize the given product. (1) Given the product [Cl:17][C:11]1[C:10]2[CH:9]=[C:8]([C:18]([F:21])([F:20])[F:19])[CH:7]=[CH:6][C:5]=2[N:4]=[C:3]2[CH2:2][N:24]([CH2:22][CH3:23])[C:13](=[O:15])[C:12]=12, predict the reactants needed to synthesize it. The reactants are: Br[CH2:2][C:3]1[C:12]([C:13]([O:15]C)=O)=[C:11]([Cl:17])[C:10]2[C:5](=[CH:6][CH:7]=[C:8]([C:18]([F:21])([F:20])[F:19])[CH:9]=2)[N:4]=1.[CH2:22]([NH2:24])[CH3:23]. (2) The reactants are: [C:1](Cl)(=[O:5])[CH:2]([CH3:4])[CH3:3].[Cl:7][C:8]1[CH:9]=[C:10]([CH:26]=[C:27]([Cl:29])[CH:28]=1)[CH2:11][N:12]1[CH:16]=[CH:15][N:14]=[C:13]1[CH2:17][O:18][C:19]1[CH:20]=[C:21]([NH2:25])[CH:22]=[CH:23][CH:24]=1.C(O)C(N)(CO)CO. Given the product [Cl:7][C:8]1[CH:9]=[C:10]([CH:26]=[C:27]([Cl:29])[CH:28]=1)[CH2:11][N:12]1[CH:16]=[CH:15][N:14]=[C:13]1[CH2:17][O:18][C:19]1[CH:20]=[C:21]([NH:25][C:1](=[O:5])[CH:2]([CH3:4])[CH3:3])[CH:22]=[CH:23][CH:24]=1, predict the reactants needed to synthesize it. (3) Given the product [ClH:18].[F:15][C:2]([F:1])([C:8]1[CH:9]=[N:10][C:11]([CH3:14])=[CH:12][CH:13]=1)[C:3]([OH:5])=[O:4], predict the reactants needed to synthesize it. The reactants are: [F:1][C:2]([F:15])([C:8]1[CH:9]=[N:10][C:11]([CH3:14])=[CH:12][CH:13]=1)[C:3]([O:5]CC)=[O:4].[OH-].[K+].[ClH:18]. (4) Given the product [NH2:1][C@H:2]([C:8]([OH:10])=[O:9])[CH2:3][CH2:4][C:5]([NH:6][CH2:12][CH3:13])=[O:7], predict the reactants needed to synthesize it. The reactants are: [NH2:1][C@H:2]([C:8]([OH:10])=[O:9])[CH2:3][CH2:4][C:5](=[O:7])[NH2:6].Cl.[CH2:12](N)[CH3:13].C(O)C. (5) Given the product [F:1][C:2]([F:19])([F:18])[S:3]([O:6][C:7]1[CH:16]=[CH:15][C:14]2[C:9](=[CH:10][CH:11]=[CH:12][C:13]=2[F:25])[CH:8]=1)(=[O:5])=[O:4], predict the reactants needed to synthesize it. The reactants are: [F:1][C:2]([F:19])([F:18])[S:3]([O:6][C:7]1[CH:16]=[CH:15][C:14]2[C:9](=[CH:10][CH:11]=[CH:12][C:13]=2I)[CH:8]=1)(=[O:5])=[O:4].C([Li])(C)(C)C.[F:25]N(S(C1C=CC=CC=1)(=O)=O)S(C1C=CC=CC=1)(=O)=O.C(OCC)C. (6) Given the product [CH3:33][C:20]1([N:19]2[C:2]3[C:3](=[CH:4][C:5]([S:8]([C:11]4[CH:12]=[CH:13][CH:14]=[CH:15][CH:16]=4)(=[O:10])=[O:9])=[CH:6][CH:7]=3)[CH2:17][CH2:18]2)[CH2:25][CH2:24][N:23]([C:26]([O:28][C:29]([CH3:31])([CH3:30])[CH3:32])=[O:27])[CH2:22][CH2:21]1, predict the reactants needed to synthesize it. The reactants are: F[C:2]1[CH:7]=[CH:6][C:5]([S:8]([C:11]2[CH:16]=[CH:15][CH:14]=[CH:13][CH:12]=2)(=[O:10])=[O:9])=[CH:4][C:3]=1[CH2:17][CH2:18][NH:19][C:20]1([CH3:33])[CH2:25][CH2:24][N:23]([C:26]([O:28][C:29]([CH3:32])([CH3:31])[CH3:30])=[O:27])[CH2:22][CH2:21]1.N1C2C(=CC=CC=2)C=C1.